The task is: Predict which catalyst facilitates the given reaction.. This data is from Catalyst prediction with 721,799 reactions and 888 catalyst types from USPTO. (1) Reactant: [CH2:1]([O:8][C:9](=[O:17])[N:10]([CH2:14][CH:15]=O)[CH2:11][CH:12]=O)[C:2]1[CH:7]=[CH:6][CH:5]=[CH:4][CH:3]=1.Cl.[CH3:19][C:20]([NH2:24])([CH3:23])[CH2:21][F:22].ClC(Cl)C.C(O[BH-](OC(=O)C)OC(=O)C)(=O)C.[Na+]. Product: [CH2:1]([O:8][C:9]([N:10]1[CH2:14][CH2:15][N:24]([C:20]([CH3:23])([CH3:19])[CH2:21][F:22])[CH2:12][CH2:11]1)=[O:17])[C:2]1[CH:7]=[CH:6][CH:5]=[CH:4][CH:3]=1. The catalyst class is: 662. (2) Reactant: [F:1][C:2]1[CH:7]=[CH:6][C:5]([C:8](=[O:15])[CH2:9][CH2:10][CH2:11][C:12]([OH:14])=O)=[CH:4][CH:3]=1.[CH3:16][C:17](C)(C)[C:18](Cl)=[O:19].C1N(C[C:30]2[CH:35]=[CH:34][CH:33]=[CH:32][CH:31]=2)C(=O)OC1.O.C[N:38](C)[CH:39]=[O:40]. Product: [CH2:16]([C@H:17]1[CH2:18][O:19][C:39](=[O:40])[N:38]1[C:12](=[O:14])[CH2:11][CH2:10][CH2:9][C:8]([C:5]1[CH:4]=[CH:3][C:2]([F:1])=[CH:7][CH:6]=1)=[O:15])[C:30]1[CH:35]=[CH:34][CH:33]=[CH:32][CH:31]=1. The catalyst class is: 277. (3) Reactant: [CH:1]([O:4][C:5]([O:7][C:8]1[CH:9]=[C:10]([CH2:21][C@H:22]([NH:38]C(OC(C)(C)C)=O)[C:23]([O:25][C@H:26]([CH3:37])[CH2:27][O:28][C:29]([C:31]2[CH:36]=[CH:35][CH:34]=[CH:33][CH:32]=2)=[O:30])=[O:24])[CH:11]=[CH:12][C:13]=1[O:14][C:15]([O:17][CH:18]([CH3:20])[CH3:19])=[O:16])=[O:6])([CH3:3])[CH3:2].[ClH:46]. Product: [ClH:46].[NH2:38][C@@H:22]([CH2:21][C:10]1[CH:11]=[CH:12][C:13]([O:14][C:15]([O:17][CH:18]([CH3:20])[CH3:19])=[O:16])=[C:8]([O:7][C:5]([O:4][CH:1]([CH3:3])[CH3:2])=[O:6])[CH:9]=1)[C:23]([O:25][C@H:26]([CH3:37])[CH2:27][O:28][C:29]([C:31]1[CH:36]=[CH:35][CH:34]=[CH:33][CH:32]=1)=[O:30])=[O:24]. The catalyst class is: 12. (4) Reactant: [CH2:1]([C:3]1[CH:4]=[CH:5][C:6]([O:17]C)=[C:7]([C:9]([C:11]2[CH:16]=[CH:15][CH:14]=[CH:13][CH:12]=2)=O)[CH:8]=1)[CH3:2].C([SiH](CC)CC)C.C(O)(C(F)(F)F)=O. Product: [CH2:9]([C:7]1[CH:8]=[C:3]([CH2:1][CH3:2])[CH:4]=[CH:5][C:6]=1[OH:17])[C:11]1[CH:12]=[CH:13][CH:14]=[CH:15][CH:16]=1. The catalyst class is: 25. (5) Reactant: [CH2:1]([CH:8]1[CH2:13][NH:12][CH2:11][C@@H:10]([NH:14]C(=O)OC(C)(C)C)[CH2:9]1)[C:2]1[CH:7]=[CH:6][CH:5]=[CH:4][CH:3]=1.Cl. Product: [CH2:1]([CH:8]1[CH2:13][NH:12][CH2:11][C@@H:10]([NH2:14])[CH2:9]1)[C:2]1[CH:3]=[CH:4][CH:5]=[CH:6][CH:7]=1. The catalyst class is: 71. (6) Reactant: Br[CH2:2][C:3]1[CH:8]=[CH:7][C:6]([C:9]2[CH:14]=[CH:13][CH:12]=[CH:11][C:10]=2[C:15]#[N:16])=[CH:5][CH:4]=1.[CH3:17][O:18][C:19](=[O:25])[C@H:20]([CH:22]([CH3:24])[CH3:23])[NH2:21].[C:26](=[O:29])([O-:28])[O-].[K+].[K+].[I-].[K+]. Product: [C:19]([OH:25])(=[O:18])[C:26]([OH:28])=[O:29].[CH3:17][O:18][C:19](=[O:25])[C@H:20]([CH:22]([CH3:24])[CH3:23])[NH:21][CH2:2][C:3]1[CH:8]=[CH:7][C:6]([C:9]2[CH:14]=[CH:13][CH:12]=[CH:11][C:10]=2[C:15]#[N:16])=[CH:5][CH:4]=1. The catalyst class is: 10. (7) Reactant: [OH:1][C:2]1[CH:7]=[CH:6][C:5]([CH2:8][C:9]([O:11][CH3:12])=[O:10])=[CH:4][C:3]=1[N+:13]([O-:15])=[O:14].C([O-])([O-])=O.[K+].[K+].Br[CH2:23][CH:24]1[CH2:26][CH2:25]1. Product: [CH:24]1([CH2:23][O:1][C:2]2[CH:7]=[CH:6][C:5]([CH2:8][C:9]([O:11][CH3:12])=[O:10])=[CH:4][C:3]=2[N+:13]([O-:15])=[O:14])[CH2:26][CH2:25]1. The catalyst class is: 23. (8) Reactant: C[O:2][C:3]([C:5]1[C:9]([NH2:10])=[CH:8][NH:7][N:6]=1)=[O:4].[OH-].[Na+].[O:13](C(OC(C)(C)C)=O)[C:14]([O:16][C:17]([CH3:20])([CH3:19])[CH3:18])=O. Product: [C:17]([O:16][C:14]([NH:10][C:9]1[C:5]([C:3]([OH:2])=[O:4])=[N:6][NH:7][CH:8]=1)=[O:13])([CH3:20])([CH3:19])[CH3:18]. The catalyst class is: 12.